Dataset: Reaction yield outcomes from USPTO patents with 853,638 reactions. Task: Predict the reaction yield, written as a fraction of the theoretical maximum amount of product (1.0 means a 100% yield; for example, 0.34 means a 34% yield). (1) The reactants are [CH2:1]([N:5]1[CH2:10][CH2:9][C:8](=O)[CH2:7][CH2:6]1)[CH2:2][CH2:3][CH3:4].[NH:12]1[CH2:16][CH2:15][CH2:14][CH2:13]1.O. The catalyst is C1(C)C=CC=CC=1. The product is [CH2:1]([N:5]1[CH2:10][CH:9]=[C:8]([N:12]2[CH2:16][CH2:15][CH2:14][CH2:13]2)[CH2:7][CH2:6]1)[CH2:2][CH2:3][CH3:4]. The yield is 1.00. (2) The reactants are [F:1][C:2]1[C:3]([C:21](=[O:29])[NH:22][C:23]2[CH:28]=[CH:27][CH:26]=[CH:25][CH:24]=2)=[C:4]([NH:8][C:9](=O)[C@@H:10]([NH:12][C:13](=[O:19])[O:14][C:15]([CH3:18])([CH3:17])[CH3:16])[CH3:11])[CH:5]=[CH:6][CH:7]=1.C(N(CC)CC)C.C/C(/O[Si](C)(C)C)=N\[Si](C)(C)C. The catalyst is C(#N)C. The product is [F:1][C:2]1[CH:7]=[CH:6][CH:5]=[C:4]2[C:3]=1[C:21](=[O:29])[N:22]([C:23]1[CH:28]=[CH:27][CH:26]=[CH:25][CH:24]=1)[C:9]([C@@H:10]([NH:12][C:13](=[O:19])[O:14][C:15]([CH3:18])([CH3:17])[CH3:16])[CH3:11])=[N:8]2. The yield is 0.366.